The task is: Predict the product of the given reaction.. This data is from Forward reaction prediction with 1.9M reactions from USPTO patents (1976-2016). (1) Given the reactants CN(C(ON1N=NC2C=CC=CC1=2)=[N+](C)C)C.F[P-](F)(F)(F)(F)F.[ClH:25].Cl.[CH3:27][C@H:28]1[C:36]2[C:35]([N:37]3[CH2:42][CH2:41][NH:40][CH2:39][CH2:38]3)=[N:34][CH:33]=[N:32][C:31]=2[C@H:30]([OH:43])[CH2:29]1.C(OC([NH:51][C:52]([CH3:66])([CH3:65])[CH2:53][CH:54]([C:58]1[CH:63]=[CH:62][C:61]([Cl:64])=[CH:60][CH:59]=1)[C:55](O)=[O:56])=O)(C)(C)C.Cl, predict the reaction product. The product is: [NH2:51][C:52]([CH3:66])([CH3:65])[CH2:53][CH:54]([C:58]1[CH:59]=[CH:60][C:61]([Cl:64])=[CH:62][CH:63]=1)[C:55]([N:40]1[CH2:39][CH2:38][N:37]([C:35]2[C:36]3[C@H:28]([CH3:27])[CH2:29][C@@H:30]([OH:43])[C:31]=3[N:32]=[CH:33][N:34]=2)[CH2:42][CH2:41]1)=[O:56].[ClH:25]. (2) Given the reactants [CH2:1]([C:3]1[C:7]([CH:8]=[C:9]([CH2:15][C:16](=[O:18])C)[C:10]([O:12][CH2:13][CH3:14])=[O:11])=[CH:6][NH:5][N:4]=1)[CH3:2].[C:19]([O-:22])(=O)[CH3:20].[Na+].C([O-])(O)=O.[Na+].[C:29](OC(=O)C)(=[O:31])[CH3:30], predict the reaction product. The product is: [C:29]([N:5]1[C:6]2[C:7](=[CH:8][C:9]([C:10]([O:12][CH2:13][CH3:14])=[O:11])=[CH:15][C:16]=2[O:18][C:19](=[O:22])[CH3:20])[C:3]([CH2:1][CH3:2])=[N:4]1)(=[O:31])[CH3:30].